From a dataset of Reaction yield outcomes from USPTO patents with 853,638 reactions. Predict the reaction yield, written as a fraction of the theoretical maximum amount of product (1.0 means a 100% yield; for example, 0.34 means a 34% yield). (1) The reactants are [NH2:1][C:2]1[CH:3]=[C:4]([CH:8]=[CH:9][C:10]=1[OH:11])[C:5]([OH:7])=[O:6].C(=O)(O)[O-].[Na+].Br[CH2:18][C:19](Br)=[O:20]. The catalyst is C(Cl)(Cl)Cl. The product is [O:20]=[C:19]1[NH:1][C:2]2[CH:3]=[C:4]([C:5]([OH:7])=[O:6])[CH:8]=[CH:9][C:10]=2[O:11][CH2:18]1. The yield is 0.950. (2) The reactants are [CH3:1][C:2]1[N:21](S(C2C=CC=CC=2)(=O)=O)[C:5]2=[N:6][CH:7]=[CH:8][C:9]([C:10]3[CH:15]=[CH:14][C:13]([NH:16][S:17]([CH3:20])(=[O:19])=[O:18])=[CH:12][CH:11]=3)=[C:4]2[CH:3]=1.[OH-].[Na+]. The catalyst is O1CCOCC1.O.CO. The product is [CH3:1][C:2]1[NH:21][C:5]2=[N:6][CH:7]=[CH:8][C:9]([C:10]3[CH:11]=[CH:12][C:13]([NH:16][S:17]([CH3:20])(=[O:18])=[O:19])=[CH:14][CH:15]=3)=[C:4]2[CH:3]=1. The yield is 0.720. (3) The reactants are C(NC(C)C)(C)C.[Li]CCCC.[CH3:13][C:14](=[O:18])[O:15][CH2:16][CH3:17].[CH2:19]([N:26]1[CH:31]2[C:32]([F:35])([F:34])[CH2:33][CH:27]1[CH2:28][C:29](=[O:36])[CH2:30]2)[C:20]1[CH:25]=[CH:24][CH:23]=[CH:22][CH:21]=1. The catalyst is C1COCC1.CN1C(=O)CCC1.C1COCC1. The product is [CH2:19]([N:26]1[CH:31]2[C:32]([F:35])([F:34])[CH2:33][CH:27]1[CH2:28][C:29]([CH2:13][C:14]([O:15][CH2:16][CH3:17])=[O:18])([OH:36])[CH2:30]2)[C:20]1[CH:21]=[CH:22][CH:23]=[CH:24][CH:25]=1. The yield is 0.720. (4) The reactants are Cl[C:2]1[N:7]=[CH:6][N:5]=[C:4]([C:8]2[C:9]([CH:30]3[CH2:32][CH2:31]3)=[N:10][C:11]([N:16]3[CH2:21][CH2:20][N:19]([C:22]([CH:24]4[CH2:26][CH2:25]4)=[O:23])[C@H:18]([CH:27]4[CH2:29][CH2:28]4)[CH2:17]3)=[C:12]([CH:15]=2)[C:13]#[N:14])[CH:3]=1.[CH:33]([K])=[CH2:34].B(F)(F)F.[F-].[Cs+]. The catalyst is O1CCOCC1.O.C1C=CC([P]([Pd]([P](C2C=CC=CC=2)(C2C=CC=CC=2)C2C=CC=CC=2)([P](C2C=CC=CC=2)(C2C=CC=CC=2)C2C=CC=CC=2)[P](C2C=CC=CC=2)(C2C=CC=CC=2)C2C=CC=CC=2)(C2C=CC=CC=2)C2C=CC=CC=2)=CC=1. The product is [CH:24]1([C:22]([N:19]2[CH2:20][CH2:21][N:16]([C:11]3[N:10]=[C:9]([CH:30]4[CH2:32][CH2:31]4)[C:8]([C:4]4[CH:3]=[C:2]([CH:33]=[CH2:34])[N:7]=[CH:6][N:5]=4)=[CH:15][C:12]=3[C:13]#[N:14])[CH2:17][C@H:18]2[CH:27]2[CH2:29][CH2:28]2)=[O:23])[CH2:26][CH2:25]1. The yield is 0.750. (5) The reactants are [C:1]([O:5][C:6](=[O:15])[NH:7][CH:8]1[CH2:13][CH2:12][C:11](=[CH2:14])[CH2:10][CH2:9]1)([CH3:4])([CH3:3])[CH3:2].ClC1C=CC=C(C(OO)=[O:24])C=1. No catalyst specified. The product is [C:1]([O:5][C:6](=[O:15])[NH:7][CH:8]1[CH2:9][CH2:10][C:11]2([O:24][CH2:14]2)[CH2:12][CH2:13]1)([CH3:4])([CH3:3])[CH3:2]. The yield is 0.930. (6) The reactants are [CH2:1]([C:5]1[N:10]2[N:11]=[C:12]([CH3:14])[N:13]=[C:9]2[N:8]([CH:15]2[CH2:24][CH2:23][C:18]3(OCC[O:19]3)[CH2:17][CH2:16]2)[C:7](=[O:25])[C:6]=1[CH2:26][C:27]1[CH:32]=[CH:31][C:30]([C:33]2[C:34]([C:39]#[N:40])=[CH:35][CH:36]=[CH:37][CH:38]=2)=[CH:29][CH:28]=1)[CH2:2][CH2:3][CH3:4].Cl.O1CCCC1. The catalyst is C(OCC)(=O)C. The product is [CH2:1]([C:5]1[N:10]2[N:11]=[C:12]([CH3:14])[N:13]=[C:9]2[N:8]([C@H:15]2[CH2:24][CH2:23][C@H:18]([OH:19])[CH2:17][CH2:16]2)[C:7](=[O:25])[C:6]=1[CH2:26][C:27]1[CH:28]=[CH:29][C:30]([C:33]2[C:34]([C:39]#[N:40])=[CH:35][CH:36]=[CH:37][CH:38]=2)=[CH:31][CH:32]=1)[CH2:2][CH2:3][CH3:4]. The yield is 0.830.